Dataset: Reaction yield outcomes from USPTO patents with 853,638 reactions. Task: Predict the reaction yield, written as a fraction of the theoretical maximum amount of product (1.0 means a 100% yield; for example, 0.34 means a 34% yield). (1) The reactants are CN(C(ON1N=NC2C=CC=NC1=2)=[N+](C)C)C.F[P-](F)(F)(F)(F)F.[C:25]([O:29][C:30]([C:32]1[CH:33]=[CH:34][C:35]2[C:36]([CH:55]3[CH2:60][CH2:59][CH2:58][CH2:57][CH2:56]3)=[C:37]3[C:43]4[CH:44]=[CH:45][C:46]([O:48][CH3:49])=[CH:47][C:42]=4[CH:41]=[C:40]([C:50]([OH:52])=O)[CH2:39][N:38]3[C:53]=2[CH:54]=1)=[O:31])([CH3:28])([CH3:27])[CH3:26].Cl.Cl.[CH3:63][N:64]1[CH2:70][CH:69]2[NH:71][CH:66]([CH2:67][CH2:68]2)[CH2:65]1. The catalyst is CN(C=O)C.O. The product is [CH:55]1([C:36]2[C:35]3[CH:34]=[CH:33][C:32]([C:30]([O:29][C:25]([CH3:26])([CH3:27])[CH3:28])=[O:31])=[CH:54][C:53]=3[N:38]3[CH2:39][C:40]([C:50]([N:71]4[CH:66]5[CH2:67][CH2:68][CH:69]4[CH2:70][N:64]([CH3:63])[CH2:65]5)=[O:52])=[CH:41][C:42]4[CH:47]=[C:46]([O:48][CH3:49])[CH:45]=[CH:44][C:43]=4[C:37]=23)[CH2:56][CH2:57][CH2:58][CH2:59][CH2:60]1. The yield is 0.950. (2) The reactants are [NH2:1][C:2]1[CH:3]=[N:4][CH:5]=[CH:6][C:7]=1[O:8][CH3:9].C([Li])CCC.Cl[C:16]1[N:21]=[C:20]([N:22]2[CH2:27][CH2:26][O:25][CH2:24][CH2:23]2)[N:19]=[C:18]([N:28]2[C:32]3[CH:33]=[CH:34][CH:35]=[CH:36][C:31]=3[N:30]=[C:29]2[CH:37]([F:39])[F:38])[N:17]=1. The product is [F:39][CH:37]([F:38])[C:29]1[N:28]([C:18]2[N:19]=[C:20]([N:22]3[CH2:23][CH2:24][O:25][CH2:26][CH2:27]3)[N:21]=[C:16]([NH:1][C:2]3[CH:3]=[N:4][CH:5]=[CH:6][C:7]=3[O:8][CH3:9])[N:17]=2)[C:32]2[CH:33]=[CH:34][CH:35]=[CH:36][C:31]=2[N:30]=1. The yield is 0.480. The catalyst is C1COCC1.C(O)(=O)C.O. (3) The reactants are [F:1][C:2]1[CH:7]=[CH:6][CH:5]=[C:4]([F:8])[C:3]=1[N:9]1[C:14]2[N:15]=[C:16](S(C)(=O)=O)[N:17]=[C:18]([C:19]3[CH:24]=[CH:23][C:22]([F:25])=[CH:21][C:20]=3[CH3:26])[C:13]=2[CH:12]=[CH:11][C:10]1=[O:31].[NH2:32][CH:33]([CH2:36][OH:37])[CH2:34][OH:35].O.CCOCC. The catalyst is CN1CCCC1=O.CCOC(C)=O. The product is [F:1][C:2]1[CH:7]=[CH:6][CH:5]=[C:4]([F:8])[C:3]=1[N:9]1[C:14]2[N:15]=[C:16]([NH:32][CH:33]([CH2:36][OH:37])[CH2:34][OH:35])[N:17]=[C:18]([C:19]3[CH:24]=[CH:23][C:22]([F:25])=[CH:21][C:20]=3[CH3:26])[C:13]=2[CH:12]=[CH:11][C:10]1=[O:31]. The yield is 0.920. (4) The reactants are N(OCCC(C)C)=O.[CH:9]1([C:12]2[CH:17]=[CH:16][N:15]=[CH:14][C:13]=2N)[CH2:11][CH2:10]1.[I:19]CI. The catalyst is C1COCC1.[Cu](I)I. The product is [CH:9]1([C:12]2[CH:17]=[CH:16][N:15]=[CH:14][C:13]=2[I:19])[CH2:11][CH2:10]1. The yield is 0.340. (5) The reactants are [CH:1]([C:4]1[CH:5]=[C:6]([CH:10]=[C:11]([CH:15]([CH3:17])[CH3:16])[C:12]=1[O:13][CH3:14])[C:7]([OH:9])=O)([CH3:3])[CH3:2].C(Cl)(=O)C(Cl)=O.[Sn].[Cl-].[CH2:26]([C:33]1[O:34][C:35]([CH3:39])=[C:36]([CH3:38])[CH:37]=1)[C:27]1[CH:32]=[CH:31][CH:30]=[CH:29][CH:28]=1. The catalyst is C(Cl)Cl.CN(C)C=O. The product is [CH2:26]([C:33]1[O:34][C:35]([CH3:39])=[C:36]([CH3:38])[C:37]=1[C:7]([C:6]1[CH:10]=[C:11]([CH:15]([CH3:17])[CH3:16])[C:12]([O:13][CH3:14])=[C:4]([CH:1]([CH3:2])[CH3:3])[CH:5]=1)=[O:9])[C:27]1[CH:28]=[CH:29][CH:30]=[CH:31][CH:32]=1. The yield is 0.620. (6) The product is [C:23]([C:25]1([C:28]([NH:7][NH:6][C:4](=[O:5])[C:3]2[CH:8]=[C:9]([CH2:12][CH2:13][CH2:14][CH2:15][CH2:16][CH2:17][CH2:18][CH2:19][CH2:20][CH2:21][CH3:22])[CH:10]=[CH:11][C:2]=2[F:1])=[O:29])[CH2:27][CH2:26]1)#[N:24]. No catalyst specified. The yield is 0.680. The reactants are [F:1][C:2]1[CH:11]=[CH:10][C:9]([CH2:12][CH2:13][CH2:14][CH2:15][CH2:16][CH2:17][CH2:18][CH2:19][CH2:20][CH2:21][CH3:22])=[CH:8][C:3]=1[C:4]([NH:6][NH2:7])=[O:5].[C:23]([C:25]1([C:28](O)=[O:29])[CH2:27][CH2:26]1)#[N:24]. (7) The reactants are [CH2:1]([O:3][C:4]([C:6]1[CH:7]=[N:8][C:9]2[C:14]([C:15]=1Cl)=[CH:13][CH:12]=[CH:11][C:10]=2[O:17][CH3:18])=[O:5])[CH3:2].[CH:19]1([NH2:22])[CH2:21][CH2:20]1. No catalyst specified. The product is [CH2:1]([O:3][C:4]([C:6]1[CH:7]=[N:8][C:9]2[C:14]([C:15]=1[NH:22][CH:19]1[CH2:21][CH2:20]1)=[CH:13][CH:12]=[CH:11][C:10]=2[O:17][CH3:18])=[O:5])[CH3:2]. The yield is 1.00. (8) The reactants are [CH:1]([S:4][C:5]1[CH:13]=[CH:12][C:11]([S:14]([CH3:17])(=[O:16])=[O:15])=[CH:10][C:6]=1[C:7]([OH:9])=O)([CH3:3])[CH3:2].FC(F)(F)C(O)=O.[F:25][C:26]([F:39])([F:38])[C:27]1[S:31][C:30]([N:32]2[CH2:37][CH2:36][NH:35][CH2:34][CH2:33]2)=[N:29][N:28]=1. No catalyst specified. The product is [CH:1]([S:4][C:5]1[CH:13]=[CH:12][C:11]([S:14]([CH3:17])(=[O:16])=[O:15])=[CH:10][C:6]=1[C:7]([N:35]1[CH2:34][CH2:33][N:32]([C:30]2[S:31][C:27]([C:26]([F:38])([F:25])[F:39])=[N:28][N:29]=2)[CH2:37][CH2:36]1)=[O:9])([CH3:2])[CH3:3]. The yield is 0.340. (9) The reactants are Cl.[Cl:2][C:3]1[CH:8]=[CH:7][N:6]=[C:5]([C:9]([O:11]C)=O)[CH:4]=1.[CH3:13][NH2:14]. The catalyst is CO.C1COCC1. The product is [Cl:2][C:3]1[CH:8]=[CH:7][N:6]=[C:5]([C:9]([NH:14][CH3:13])=[O:11])[CH:4]=1. The yield is 0.970. (10) The reactants are II.[Mg].Br[C:5]1[CH:10]=[CH:9]C=[CH:7][CH:6]=1.[CH2:11]([N:18]1[CH2:23][CH2:22][C:21]([N:26]([CH3:28])[CH3:27])([C:24]#N)[CH2:20][CH2:19]1)[C:12]1[CH:17]=[CH:16][CH:15]=[CH:14][CH:13]=1.[NH4+].[Cl-]. The catalyst is C(OCC)C.CO.C(Cl)(Cl)Cl. The product is [CH2:11]([N:18]1[CH2:19][CH2:20][C:21]([C:24]2[CH:9]=[CH:10][CH:5]=[CH:6][CH:7]=2)([N:26]([CH3:27])[CH3:28])[CH2:22][CH2:23]1)[C:12]1[CH:13]=[CH:14][CH:15]=[CH:16][CH:17]=1. The yield is 0.350.